This data is from Reaction yield outcomes from USPTO patents with 853,638 reactions. The task is: Predict the reaction yield, written as a fraction of the theoretical maximum amount of product (1.0 means a 100% yield; for example, 0.34 means a 34% yield). (1) The reactants are [Br:1][C:2]1[CH:3]=[CH:4][C:5]([NH:12][S:13]([C:16]2[CH:21]=[CH:20][C:19]([O:22][C:23]([F:26])([F:25])[F:24])=[CH:18][CH:17]=2)(=[O:15])=[O:14])=[C:6]([CH:11]=1)[C:7]([O:9]C)=[O:8].[OH-].[Na+]. The catalyst is O1CCCC1.O. The product is [Br:1][C:2]1[CH:3]=[CH:4][C:5]([NH:12][S:13]([C:16]2[CH:17]=[CH:18][C:19]([O:22][C:23]([F:26])([F:24])[F:25])=[CH:20][CH:21]=2)(=[O:15])=[O:14])=[C:6]([CH:11]=1)[C:7]([OH:9])=[O:8]. The yield is 0.830. (2) The reactants are [NH2:1][N:2]1[C@H:6]([CH2:7][O:8][C:9]([C:22]2[CH:27]=[CH:26][CH:25]=[CH:24][CH:23]=2)([C:16]2[CH:21]=[CH:20][CH:19]=[CH:18][CH:17]=2)[C:10]2[CH:15]=[CH:14][CH:13]=[CH:12][CH:11]=2)[CH2:5][CH2:4][C:3]1=O.[CH:29]([NH2:31])=O. The catalyst is CN(C=O)C.C(OCC)(=O)C.[Cl-].[Zn+2].[Cl-]. The product is [C:9]([O:8][CH2:7][C@H:6]1[N:2]2[N:1]=[CH:29][N:31]=[C:3]2[CH2:4][CH2:5]1)([C:10]1[CH:11]=[CH:12][CH:13]=[CH:14][CH:15]=1)([C:16]1[CH:21]=[CH:20][CH:19]=[CH:18][CH:17]=1)[C:22]1[CH:23]=[CH:24][CH:25]=[CH:26][CH:27]=1. The yield is 0.490.